Dataset: Full USPTO retrosynthesis dataset with 1.9M reactions from patents (1976-2016). Task: Predict the reactants needed to synthesize the given product. (1) The reactants are: [NH2:1][CH2:2][C@@H:3]([NH:8][C:9]([C:11]1[CH:16]=[CH:15][C:14]([N:17]2[CH2:21][CH2:20][CH2:19][CH2:18]2)=[C:13]([O:22][CH2:23][CH:24]2[CH2:26][CH2:25]2)[N:12]=1)=[O:10])[CH2:4][CH:5]([CH3:7])[CH3:6].[N+:27]([C:30]1[C:35]2=[N:36][O:37][N:38]=[C:34]2[C:33](N)=[CH:32][CH:31]=1)([O-:29])=[O:28].O. Given the product [CH3:7][CH:5]([CH3:6])[CH2:4][C@H:3]([NH:8][C:9]([C:11]1[CH:16]=[CH:15][C:14]([N:17]2[CH2:18][CH2:19][CH2:20][CH2:21]2)=[C:13]([O:22][CH2:23][CH:24]2[CH2:25][CH2:26]2)[N:12]=1)=[O:10])[CH2:2][NH:1][C:33]1[C:34]2=[N:38][O:37][N:36]=[C:35]2[C:30]([N+:27]([O-:29])=[O:28])=[CH:31][CH:32]=1, predict the reactants needed to synthesize it. (2) The reactants are: [CH3:1][C:2]1[NH:6][C:5]2[CH:7]=[CH:8][C:9]([C:11]([OH:13])=O)=[CH:10][C:4]=2[N:3]=1.[Cl:14][C:15]1[CH:20]=[CH:19][C:18]([CH2:21][CH2:22][NH2:23])=[CH:17][CH:16]=1.CN(C(ON1N=NC2C=CC=CC1=2)=[N+](C)C)C.F[P-](F)(F)(F)(F)F.CCN(C(C)C)C(C)C. Given the product [Cl:14][C:15]1[CH:20]=[CH:19][C:18]([CH2:21][CH2:22][NH:23][C:11]([C:9]2[CH:8]=[CH:7][C:5]3[NH:6][C:2]([CH3:1])=[N:3][C:4]=3[CH:10]=2)=[O:13])=[CH:17][CH:16]=1, predict the reactants needed to synthesize it.